This data is from Forward reaction prediction with 1.9M reactions from USPTO patents (1976-2016). The task is: Predict the product of the given reaction. Given the reactants CO[C:3]1[CH:8]=[C:7]([O:9]C)[CH:6]=[CH:5][C:4]=1[C:11]1[CH:20]=[CH:19][C:18]([N+:21]([O-:23])=[O:22])=[CH:17][C:12]=1[C:13]([O:15]C)=[O:14].B(Br)(Br)Br.CO, predict the reaction product. The product is: [OH:9][C:7]1[CH:8]=[C:3]2[C:4]([C:11]3[CH:20]=[CH:19][C:18]([N+:21]([O-:23])=[O:22])=[CH:17][C:12]=3[C:13](=[O:14])[O:15]2)=[CH:5][CH:6]=1.